Dataset: Forward reaction prediction with 1.9M reactions from USPTO patents (1976-2016). Task: Predict the product of the given reaction. (1) Given the reactants [C:1]1([CH:7]2[N:21]3[C:22]4[C:14]([C:15]5[C:20]3=[CH:19][CH:18]=[CH:17][C:16]=5[OH:23])=[CH:13][CH:12]=[CH:11][C:10]=4[O:9][CH2:8]2)[CH:6]=[CH:5][CH:4]=[CH:3][CH:2]=1.C(=O)([O-])[O-].[K+].[K+].Cl.[CH2:31]([N:33]([CH2:36][CH2:37]Cl)[CH2:34][CH3:35])[CH3:32].[I-].[Na+].Cl.[Cl-], predict the reaction product. The product is: [CH2:31]([N:33]([CH2:36][CH3:37])[CH2:34][CH2:35][O:23][C:16]1[C:15]2[C:14]3[C:22]4=[C:10]([O:9][CH2:8][CH:7]([C:1]5[CH:2]=[CH:3][CH:4]=[CH:5][CH:6]=5)[N:21]4[C:20]=2[CH:19]=[CH:18][CH:17]=1)[CH:11]=[CH:12][CH:13]=3)[CH3:32]. (2) Given the reactants C(OP([CH2:9][C:10]1[N:14]([C:15]2[CH:20]=[CH:19][CH:18]=[CH:17][C:16]=2[F:21])[N:13]=[N:12][C:11]=1[C:22]([N:24]([CH2:46][CH:47]([CH3:49])[CH3:48])[C@H:25]1[CH2:30][C@@H:29]([C:31]([N:33]2[CH2:38][CH2:37][O:36][CH2:35][CH2:34]2)=[O:32])[CH2:28][N:27]([C:39]([O:41][C:42]([CH3:45])([CH3:44])[CH3:43])=[O:40])[CH2:26]1)=[O:23])(OCC)=O)C.[S:50]1[CH:54]=[CH:53][N:52]=[C:51]1[CH:55]=O.[H-].[Na+], predict the reaction product. The product is: [F:21][C:16]1[CH:17]=[CH:18][CH:19]=[CH:20][C:15]=1[N:14]1[C:10](/[CH:9]=[CH:55]/[C:51]2[S:50][CH:54]=[CH:53][N:52]=2)=[C:11]([C:22]([N:24]([CH2:46][CH:47]([CH3:48])[CH3:49])[C@H:25]2[CH2:30][C@@H:29]([C:31]([N:33]3[CH2:38][CH2:37][O:36][CH2:35][CH2:34]3)=[O:32])[CH2:28][N:27]([C:39]([O:41][C:42]([CH3:44])([CH3:45])[CH3:43])=[O:40])[CH2:26]2)=[O:23])[N:12]=[N:13]1.